From a dataset of Forward reaction prediction with 1.9M reactions from USPTO patents (1976-2016). Predict the product of the given reaction. (1) Given the reactants Cl.[NH2:2][C@H:3]1[CH2:8][CH2:7][CH2:6][CH2:5][C@H:4]1[CH2:9][OH:10].CCN(CC)CC.[CH3:18][C:19]([O:22][C:23](O[C:23]([O:22][C:19]([CH3:21])([CH3:20])[CH3:18])=[O:24])=[O:24])([CH3:21])[CH3:20], predict the reaction product. The product is: [C:19]([O:22][C:23](=[O:24])[NH:2][C@@H:3]1[CH2:8][CH2:7][CH2:6][CH2:5][C@@H:4]1[CH2:9][OH:10])([CH3:21])([CH3:20])[CH3:18]. (2) The product is: [S:16]1[C:17]2[CH:23]=[CH:22][CH:21]=[CH:20][C:18]=2[N:19]=[C:15]1[O:14][C:13]1[CH:12]=[CH:11][C:10]([CH2:9][N:3]2[CH2:4][C@@H:5]3[CH2:8][C@H:2]2[CH2:7][N:6]3[C:36](=[O:37])[CH2:35][O:34][CH3:33])=[CH:25][CH:24]=1. Given the reactants Cl.[C@H:2]12[CH2:8][C@H:5]([NH:6][CH2:7]1)[CH2:4][N:3]2[CH2:9][C:10]1[CH:25]=[CH:24][C:13]([O:14][C:15]2[S:16][C:17]3[CH:23]=[CH:22][CH:21]=[CH:20][C:18]=3[N:19]=2)=[CH:12][CH:11]=1.CCN(CC)CC.[CH3:33][O:34][CH2:35][C:36](Cl)=[O:37], predict the reaction product. (3) Given the reactants [Cl:1][C:2]1[CH:7]=[CH:6][CH:5]=[CH:4][C:3]=1[C:8]1[C:9]([OH:15])=[CH:10][CH:11]=[CH:12][C:13]=1[Cl:14].[H-].[Na+].[CH2:18](Br)[CH:19]=[CH2:20], predict the reaction product. The product is: [CH2:20]([O:15][C:9]1[CH:10]=[CH:11][CH:12]=[C:13]([Cl:14])[C:8]=1[C:3]1[CH:4]=[CH:5][CH:6]=[CH:7][C:2]=1[Cl:1])[CH:19]=[CH2:18]. (4) Given the reactants [CH3:1][Si]([N-][Si](C)(C)C)(C)C.[K+].[Cl-].[CH3:12][O:13][CH2:14][P+](C1C=CC=CC=1)(C1C=CC=CC=1)C1C=CC=CC=1.[F:34][C:35]1[CH:53]=[CH:52][CH:51]=[C:50]([F:54])[C:36]=1[CH2:37][N:38]1[C:43]([CH3:44])=[C:42](C=O)[C:41](=[O:47])[C:40]([Br:48])=[C:39]1[CH3:49], predict the reaction product. The product is: [F:54][C:50]1[CH:51]=[CH:52][CH:53]=[C:35]([F:34])[C:36]=1[CH2:37][N:38]1[C:43]([CH3:44])=[C:42]([CH:1]=[CH:14][O:13][CH3:12])[C:41](=[O:47])[C:40]([Br:48])=[C:39]1[CH3:49]. (5) The product is: [P:15]([O-:19])([O-:18])([O-:17])=[O:16].[Fe+2:13].[P:15]([O-:19])([O-:18])([O-:17])=[O:16].[Fe+2:13].[Fe+2:13]. Given the reactants [NH4+].[NH4+].[O-]S([O-])(=O)=O.[O-]S([O-])(=O)=O.[Fe+2:13].[Fe].[P:15]([OH:19])([O-:18])([O-:17])=[O:16].[K+].[K+].[OH-].[NH4+], predict the reaction product.